This data is from Full USPTO retrosynthesis dataset with 1.9M reactions from patents (1976-2016). The task is: Predict the reactants needed to synthesize the given product. (1) Given the product [NH2:1][C:2]1[N:6]([CH:7]2[CH2:11][CH2:10][CH2:9][CH2:8]2)[N:5]=[C:4]([CH3:12])[C:3]=1[C:13]([OH:15])=[O:14], predict the reactants needed to synthesize it. The reactants are: [NH2:1][C:2]1[N:6]([CH:7]2[CH2:11][CH2:10][CH2:9][CH2:8]2)[N:5]=[C:4]([CH3:12])[C:3]=1[C:13]([O:15]CC)=[O:14].[OH-].[Na+].C(O)C. (2) Given the product [CH3:1][C@H:2]1[O:7][C@@H:6]([CH3:8])[CH2:5][N:4]([C:9]2[C:18]([CH:19]=[O:20])=[CH:17][C:12]3[C:13]([O:16][CH3:22])=[N:14][O:15][C:11]=3[C:10]=2[F:21])[CH2:3]1, predict the reactants needed to synthesize it. The reactants are: [CH3:1][C@H:2]1[O:7][C@@H:6]([CH3:8])[CH2:5][N:4]([C:9]2[C:18]([CH:19]=[O:20])=[CH:17][C:12]3[C:13]([OH:16])=[N:14][O:15][C:11]=3[C:10]=2[F:21])[CH2:3]1.[C:22]([O-])([O-])=O.[K+].[K+].CI. (3) Given the product [F:1][C:2]1[CH:3]=[CH:4][C:5]([CH2:8][CH:9]([C:13]2[CH:14]=[CH:15][C:16]([S:19]([CH3:22])(=[O:21])=[O:20])=[CH:17][CH:18]=2)[C:10]([NH:32][C:24]2[O:23][C:31]3[C:26]([N:25]=2)=[N:27][CH:28]=[CH:29][CH:30]=3)=[O:11])=[CH:6][CH:7]=1, predict the reactants needed to synthesize it. The reactants are: [F:1][C:2]1[CH:7]=[CH:6][C:5]([CH2:8][CH:9]([C:13]2[CH:18]=[CH:17][C:16]([S:19]([CH3:22])(=[O:21])=[O:20])=[CH:15][CH:14]=2)[C:10](O)=[O:11])=[CH:4][CH:3]=1.[O:23]1[C:31]2[C:26](=[N:27][CH:28]=[CH:29][CH:30]=2)[N:25]=[C:24]1[NH2:32].CCN=C=NCCCN(C)C.Cl.C(Cl)Cl. (4) The reactants are: [CH3:1][O:2][C:3]1[CH:12]=[CH:11][C:6]([C:7](=O)[CH2:8]Br)=[CH:5][CH:4]=1.[C:13]([N:16]1[CH2:21][CH2:20][N:19]([C:22]([O:24][C:25]([CH3:28])([CH3:27])[CH3:26])=[O:23])[CH2:18][CH:17]1[CH2:29][O:30][C:31]1[CH:32]=[N:33][CH:34]=[CH:35][CH:36]=1)(=[S:15])[NH2:14]. Given the product [CH3:1][O:2][C:3]1[CH:12]=[CH:11][C:6]([C:7]2[N:14]=[C:13]([N:16]3[CH2:21][CH2:20][N:19]([C:22]([O:24][C:25]([CH3:28])([CH3:26])[CH3:27])=[O:23])[CH2:18][CH:17]3[CH2:29][O:30][C:31]3[CH:32]=[N:33][CH:34]=[CH:35][CH:36]=3)[S:15][CH:8]=2)=[CH:5][CH:4]=1, predict the reactants needed to synthesize it. (5) Given the product [F:21][C:3]1[CH:4]=[C:5]2[C:10](=[N:11][C:2]=1[CH3:30])[N:9]=[C:8]([C:12]([F:15])([F:14])[F:13])[C:7]([C:16]([O:18][CH2:19][CH3:20])=[O:17])=[CH:6]2, predict the reactants needed to synthesize it. The reactants are: Cl[C:2]1[N:11]=[C:10]2[C:5]([CH:6]=[C:7]([C:16]([O:18][CH2:19][CH3:20])=[O:17])[C:8]([C:12]([F:15])([F:14])[F:13])=[N:9]2)=[CH:4][C:3]=1[F:21].P([O-])([O-])([O-])=O.[K+].[K+].[K+].[CH:30]1(P(C2CCCCC2)C2C=CC=CC=2C2C(OC)=CC=CC=2OC)CCCCC1.CB(O)O. (6) Given the product [CH:24]1([NH:23][C:19]2[CH:18]=[C:17]([C:7]3[CH:6]=[C:5]([C:3]([OH:4])=[O:2])[CH:10]=[C:9]([N:11]4[CH2:16][CH2:15][NH:14][CH2:13][CH2:12]4)[N:8]=3)[CH:22]=[CH:21][N:20]=2)[CH2:29][CH2:28][CH2:27][CH2:26][CH2:25]1, predict the reactants needed to synthesize it. The reactants are: C[O:2][C:3]([C:5]1[CH:10]=[C:9]([N:11]2[CH2:16][CH2:15][NH:14][CH2:13][CH2:12]2)[N:8]=[C:7]([C:17]2[CH:22]=[CH:21][N:20]=[C:19]([NH:23][CH:24]3[CH2:29][CH2:28][CH2:27][CH2:26][CH2:25]3)[CH:18]=2)[CH:6]=1)=[O:4].O.O[Li].O. (7) Given the product [C:30]([O:29][C:12]1[CH:11]=[CH:10][C:9]2[C@@H:8]3[C@H:17]([C@H:18]4[C@@:22]([CH2:24][CH:7]3[CH2:6][CH2:5][CH2:4][CH2:3][CH2:2][Cl:1])([CH3:23])[C:21](=[O:25])[CH:20]([Br:38])[CH2:19]4)[CH2:16][CH2:15][C:14]=2[CH:13]=1)(=[O:32])[CH3:31], predict the reactants needed to synthesize it. The reactants are: [Cl:1][CH2:2][CH2:3][CH2:4][CH2:5][CH2:6][CH:7]1[CH2:24][C@@:22]2([CH3:23])[C@@H:18]([CH2:19][CH:20]=[C:21]2[O:25]C(=O)C)[C@H:17]2[C@H:8]1[C:9]1[CH:10]=[CH:11][C:12]([O:29][C:30](=[O:32])[CH3:31])=[CH:13][C:14]=1[CH2:15][CH2:16]2.C([O-])(=O)C.[Na+].[Br:38]N1C(=O)CCC1=O.O.